The task is: Predict the reaction yield, written as a fraction of the theoretical maximum amount of product (1.0 means a 100% yield; for example, 0.34 means a 34% yield).. This data is from Reaction yield outcomes from USPTO patents with 853,638 reactions. (1) The reactants are [N:1]([CH2:4][C@@H:5]([NH:12][C:13]([O:15][C:16]([CH3:19])([CH3:18])[CH3:17])=[O:14])[CH2:6][CH2:7][C:8](OC)=[O:9])=[N+]=[N-].[H][H]. The catalyst is CO.[Pd]. The product is [O:9]=[C:8]1[NH:1][CH2:4][C@@H:5]([NH:12][C:13]([O:15][C:16]([CH3:19])([CH3:18])[CH3:17])=[O:14])[CH2:6][CH2:7]1. The yield is 0.990. (2) The reactants are [OH:1][NH:2][C:3](=O)[CH3:4].CC([O-])(C)C.[K+].[Br:12][C:13]1[CH:20]=[CH:19]C(C#N)=[C:15](F)[CH:14]=1.C[N:23](C=O)C. The catalyst is C(OCC)(=O)C.O. The product is [Br:12][C:13]1[CH:20]=[CH:19][C:4]2[C:3]([NH2:23])=[N:2][O:1][C:15]=2[CH:14]=1. The yield is 0.630. (3) The reactants are [BH4-].[Na+].[CH2:3]([N:10]1[C@@H:15]2[C:16](=[O:18])[CH2:17][C@@:11]1([C:35]1[CH:40]=[CH:39][CH:38]=[CH:37][CH:36]=1)[C@H:12]([O:19][CH2:20][C:21]1[CH:26]=[C:25]([C:27]([F:30])([F:29])[F:28])[CH:24]=[C:23]([C:31]([F:34])([F:33])[F:32])[CH:22]=1)[CH2:13][CH2:14]2)[C:4]1[CH:9]=[CH:8][CH:7]=[CH:6][CH:5]=1. The catalyst is CO. The product is [CH2:3]([N:10]1[C@@H:15]2[C@@H:16]([OH:18])[CH2:17][C@@:11]1([C:35]1[CH:40]=[CH:39][CH:38]=[CH:37][CH:36]=1)[C@H:12]([O:19][CH2:20][C:21]1[CH:26]=[C:25]([C:27]([F:29])([F:30])[F:28])[CH:24]=[C:23]([C:31]([F:32])([F:33])[F:34])[CH:22]=1)[CH2:13][CH2:14]2)[C:4]1[CH:9]=[CH:8][CH:7]=[CH:6][CH:5]=1. The yield is 0.700. (4) The reactants are C(O)(C(F)(F)F)=O.[N:8]1[CH:13]=[CH:12][CH:11]=[C:10]([NH:14][C:15]([C:17]2[C:25]3[C:20](=[CH:21][CH:22]=[C:23]([C:26]4[CH:27]=[N:28][CH:29]=[CH:30][CH:31]=4)[CH:24]=3)[N:19](C3CCCCO3)[N:18]=2)=[O:16])[CH:9]=1.C([SiH](CC)CC)C. The catalyst is C(Cl)Cl. The product is [N:8]1[CH:13]=[CH:12][CH:11]=[C:10]([NH:14][C:15]([C:17]2[C:25]3[C:20](=[CH:21][CH:22]=[C:23]([C:26]4[CH:27]=[N:28][CH:29]=[CH:30][CH:31]=4)[CH:24]=3)[NH:19][N:18]=2)=[O:16])[CH:9]=1. The yield is 0.820. (5) The reactants are [CH3:1][C:2]1[C:3]([CH2:14][S:15][C:16]2[NH:20][C:19]3[CH:21]=[CH:22][CH:23]=[CH:24][C:18]=3[N:17]=2)=[N:4][CH:5]=[CH:6][C:7]=1[O:8][CH2:9][C:10]([F:13])([F:12])[F:11].C(O[O-])(=O)C1C(=CC=CC=1)C([O-])=[O:29].[Mg+2].O. The catalyst is C(O)C. The product is [CH3:1][C:2]1[C:7]([O:8][CH2:9][C:10]([F:12])([F:11])[F:13])=[CH:6][CH:5]=[N:4][C:3]=1[CH2:14][S+:15]([O-:29])[C:16]1[NH:20][C:19]2[CH:21]=[CH:22][CH:23]=[CH:24][C:18]=2[N:17]=1. The yield is 0.950. (6) The reactants are Cl.[Cl:2][C:3]1[CH:4]=[CH:5][C:6]([O:28][CH2:29][C:30]2[CH:35]=[CH:34][CH:33]=[CH:32][CH:31]=2)=[C:7]([CH2:9][C:10]2[S:11][CH:12]=[C:13]([C:15]3[NH:19][C:18]4[CH:20]=[CH:21][CH:22]=[C:23]([C:24](OC)=[O:25])[C:17]=4[N:16]=3)[N:14]=2)[CH:8]=1.[H-].[Al+3].[Li+].[H-].[H-].[H-]. The catalyst is O1CCCC1. The product is [ClH:2].[Cl:2][C:3]1[CH:4]=[CH:5][C:6]([O:28][CH2:29][C:30]2[CH:31]=[CH:32][CH:33]=[CH:34][CH:35]=2)=[C:7]([CH2:9][C:10]2[S:11][CH:12]=[C:13]([C:15]3[NH:19][C:18]4[CH:20]=[CH:21][CH:22]=[C:23]([CH2:24][OH:25])[C:17]=4[N:16]=3)[N:14]=2)[CH:8]=1. The yield is 0.840.